The task is: Predict the reactants needed to synthesize the given product.. This data is from Full USPTO retrosynthesis dataset with 1.9M reactions from patents (1976-2016). (1) Given the product [C:14]1([N:9]2[CH:10]=[CH:11][C:12](=[O:13])[C:7]([C:5]3[N:29]([C:25]4[CH:26]=[CH:27][CH:28]=[C:23]([C:22]([F:21])([F:31])[F:32])[CH:24]=4)[N:2]=[CH:3][CH:4]=3)=[N:8]2)[CH:19]=[CH:18][CH:17]=[CH:16][CH:15]=1, predict the reactants needed to synthesize it. The reactants are: C[N:2](C)/[CH:3]=[CH:4]/[C:5]([C:7]1[C:12](=[O:13])[CH:11]=[CH:10][N:9]([C:14]2[CH:19]=[CH:18][CH:17]=[CH:16][CH:15]=2)[N:8]=1)=O.[F:21][C:22]([F:32])([F:31])[C:23]1[CH:24]=[C:25]([NH:29]N)[CH:26]=[CH:27][CH:28]=1. (2) The reactants are: [C:1]([Si:5]([CH3:20])([CH3:19])[O:6][CH2:7][CH2:8][NH:9][C:10]1[N:17]=[C:16](Cl)[CH:15]=[CH:14][C:11]=1[C:12]#[N:13])([CH3:4])([CH3:3])[CH3:2].[Br:21][C:22]1[CH:41]=[CH:40][C:25]([O:26]C2C=CC(C#N)=C(OCC(F)F)N=2)=[CH:24][C:23]=1[CH:42]=[O:43].C([O-])([O-])=O.[K+].[K+]. Given the product [Br:21][C:22]1[CH:41]=[CH:40][C:25]([O:26][C:16]2[CH:15]=[CH:14][C:11]([C:12]#[N:13])=[C:10]([NH:9][CH2:8][CH2:7][O:6][Si:5]([C:1]([CH3:4])([CH3:3])[CH3:2])([CH3:20])[CH3:19])[N:17]=2)=[CH:24][C:23]=1[CH:42]=[O:43], predict the reactants needed to synthesize it.